Binary Classification. Given a drug SMILES string, predict its activity (active/inactive) in a high-throughput screening assay against a specified biological target. From a dataset of M1 muscarinic receptor antagonist screen with 61,756 compounds. (1) The result is 1 (active). The compound is Clc1cc2OC(Oc2cc1)(NC(=O)NCc1cccnc1)C(F)(F)F. (2) The compound is O(c1c(CNCCc2cc(OC)c(OC)cc2)cc(OC)c(OC)c1)C. The result is 0 (inactive). (3) The compound is S(=O)(=O)(N1CCCC1)c1ccc(S(=O)(=O)N2CCN(CC2)C\C=C\c2ccccc2)cc1. The result is 0 (inactive). (4) The drug is S(=O)(=O)(Nc1c(NC(=O)C(O)C)ccc(OCC)c1)c1ccc(CCNC(=O)C)cc1. The result is 0 (inactive). (5) The compound is O(C(=O)C(NC(=O)C)Cc1c2c([nH]c1)cccc2)CC(=O)Nc1noc(c1)C. The result is 0 (inactive). (6) The drug is Clc1ccc(N(S(=O)(=O)C)C(C(=O)Nc2cc3OCOc3cc2)C)cc1. The result is 0 (inactive).